This data is from Experimentally validated miRNA-target interactions with 360,000+ pairs, plus equal number of negative samples. The task is: Binary Classification. Given a miRNA mature sequence and a target amino acid sequence, predict their likelihood of interaction. (1) The miRNA is hsa-miR-454-3p with sequence UAGUGCAAUAUUGCUUAUAGGGU. The protein sequence of the target gene is MEMFTFLLTCIFLPLLRGHSLFTCEPITVPRCMKMAYNMTFFPNLMGHYDQSIAAVEMEHFLPLANLECSPNIETFLCKAFVPTCIEQIHVVPPCRKLCEKVYSDCKKLIDTFGIRWPEELECDRLQYCDETVPVTFDPHTEFLGPQKKTEQVQRDIGFWCPRHLKTSGGQGYKFLGIDQCAPPCPNMYFKSDELEFAKSFIGTVSIFCLCATLFTFLTFLIDVRRFRYPERPIIYYSVCYSIVSLMYFIGFLLGDSTACNKADEKLELGDTVVLGSQNKACTVLFMLLYFFTMAGTVWW.... Result: 1 (interaction). (2) The miRNA is rno-miR-181c-5p with sequence AACAUUCAACCUGUCGGUGAGU. The protein sequence of the target gene is MGLQLRALLGAFGRWTLRLGPRPSCSPRMAGNAEPPPAGAACPQDRRSCSGRAGGDRVWEDGEHPAKKLKSGGDEERREKPPKRKIVLLMAYSGKGYHGMQRNVGSSQFKTIEDDLVSALVRSGCIPENHGEDMRKMSFQRCARTDKGVSAAGQVVSLKVWLIDDILEKINSHLPSHIRILGLKRVTGGFNSKNRCDARTYCYLLPTFAFAHKDRDVQDETYRLSAETLQQVNRLLACYKGTHNFHNFTSQKGPQDPSACRYILEMYCEEPFVREGLEFAVIRVKGQSFMMHQIRKMVGL.... Result: 0 (no interaction).